The task is: Predict the reaction yield, written as a fraction of the theoretical maximum amount of product (1.0 means a 100% yield; for example, 0.34 means a 34% yield).. This data is from Reaction yield outcomes from USPTO patents with 853,638 reactions. The reactants are C(OC([N:8]1[CH2:13][CH2:12][CH:11]([O:14][C:15]2[C:20]([F:21])=[CH:19][C:18]([C:22]3[CH2:27][CH2:26][C:25](=[O:28])[NH:24][N:23]=3)=[CH:17][C:16]=2[F:29])[CH2:10][CH2:9]1)=O)(C)(C)C.FC(F)(F)C(O)=O. The catalyst is C(Cl)Cl. The product is [F:21][C:20]1[CH:19]=[C:18]([C:22]2[CH2:27][CH2:26][C:25](=[O:28])[NH:24][N:23]=2)[CH:17]=[C:16]([F:29])[C:15]=1[O:14][CH:11]1[CH2:12][CH2:13][NH:8][CH2:9][CH2:10]1. The yield is 1.00.